This data is from Forward reaction prediction with 1.9M reactions from USPTO patents (1976-2016). The task is: Predict the product of the given reaction. (1) The product is: [C:1]([O:5][C:6]([N:8]1[CH2:11][CH:10]([O:12][C:13]2[CH:18]=[C:17]([C:24]3[CH:25]=[CH:26][CH:27]=[CH:28][C:23]=3[CH3:22])[CH:16]=[CH:15][C:14]=2[CH:20]=[O:21])[CH2:9]1)=[O:7])([CH3:4])([CH3:3])[CH3:2]. Given the reactants [C:1]([O:5][C:6]([N:8]1[CH2:11][CH:10]([O:12][C:13]2[CH:18]=[C:17](Br)[CH:16]=[CH:15][C:14]=2[CH:20]=[O:21])[CH2:9]1)=[O:7])([CH3:4])([CH3:3])[CH3:2].[CH3:22][C:23]1[CH:28]=[CH:27][CH:26]=[CH:25][C:24]=1B(O)O.[O-]P([O-])([O-])=O.[K+].[K+].[K+].C1(C)C=CC=CC=1, predict the reaction product. (2) Given the reactants [OH-:1].[Na+].COC(=O)CC1C=CC([C:13]2[CH:18]=[CH:17][C:16]([C:19]([CH2:38][CH3:39])([C:22]3[CH:27]=[CH:26][C:25]([C:28]#[C:29][C:30]4([OH:36])[CH2:35][CH2:34][S:33][CH2:32][CH2:31]4)=[C:24]([CH3:37])[CH:23]=3)[CH2:20][CH3:21])=[CH:15][C:14]=2[CH3:40])=CC=1.P([O-])(O)(O)=O.[Na+], predict the reaction product. The product is: [CH2:20]([C:19]([C:22]1[CH:27]=[CH:26][C:25]([C:28]#[C:29][C:30]2([OH:36])[CH2:35][CH2:34][S:33][CH2:32][CH2:31]2)=[C:24]([CH3:37])[CH:23]=1)([C:16]1[CH:17]=[CH:18][C:13]([OH:1])=[C:14]([CH3:40])[CH:15]=1)[CH2:38][CH3:39])[CH3:21]. (3) Given the reactants [CH:1]1([CH:7]([NH:18][C:19]2[CH:27]=[CH:26][C:22](C(O)=O)=[CH:21][CH:20]=2)[C:8]2[S:16][C:15]3[C:10](=N[CH:12]=[CH:13][CH:14]=3)[C:9]=2[CH3:17])[CH2:6][CH2:5][CH2:4][CH2:3][CH2:2]1.[CH3:28][NH:29][CH2:30][CH2:31][C:32]([O:34][CH2:35][CH3:36])=[O:33].[OH2:37].ON1C2C=CC=C[C:42]=2N=N1.Cl.C(N=C=NCCCN(C)C)C.[Cl-].[NH4+:61], predict the reaction product. The product is: [CH:1]1([CH:7]([NH:18][C:19]2[CH:27]=[CH:26][C:22]([C:28]([N:29]([CH3:42])[CH2:30][CH2:31][C:32]([O:34][CH2:35][CH3:36])=[O:33])=[O:37])=[CH:21][CH:20]=2)[C:8]2[S:16][C:15]3[C:10](=[N:61][CH:12]=[CH:13][CH:14]=3)[C:9]=2[CH3:17])[CH2:6][CH2:5][CH2:4][CH2:3][CH2:2]1.